This data is from Peptide-MHC class I binding affinity with 185,985 pairs from IEDB/IMGT. The task is: Regression. Given a peptide amino acid sequence and an MHC pseudo amino acid sequence, predict their binding affinity value. This is MHC class I binding data. The peptide sequence is VHSWEDIPY. The MHC is HLA-A30:02 with pseudo-sequence HLA-A30:02. The binding affinity (normalized) is 0.249.